This data is from Reaction yield outcomes from USPTO patents with 853,638 reactions. The task is: Predict the reaction yield, written as a fraction of the theoretical maximum amount of product (1.0 means a 100% yield; for example, 0.34 means a 34% yield). The catalyst is CC(C)=O. The reactants are C([O:9][C@@H:10]1[C@@H:17]2[C@@H:13]([N:14]([CH:18]([CH2:21][OH:22])[CH2:19][OH:20])[O:15][CH2:16]2)[C@H:12]([O:23][CH2:24][C:25]2[CH:30]=[CH:29][CH:28]=[CH:27][CH:26]=2)[C@@H:11]1[O:31][CH2:32][C:33]1[CH:38]=[CH:37][CH:36]=[CH:35][CH:34]=1)(=O)C1C=CC=CC=1.CO[C:41](OC)([CH3:43])[CH3:42].O.C1(C)C=CC(S(O)(=O)=O)=CC=1.C(=O)([O-])O.[Na+].C[O-].[Na+].[Cl-].[NH4+]. The product is [CH2:32]([O:31][C@@H:11]1[C@@H:12]([O:23][CH2:24][C:25]2[CH:30]=[CH:29][CH:28]=[CH:27][CH:26]=2)[C@@H:13]2[N:14]([CH:18]3[CH2:21][O:22][C:41]([CH3:43])([CH3:42])[O:20][CH2:19]3)[O:15][CH2:16][C@@H:17]2[C@H:10]1[OH:9])[C:33]1[CH:38]=[CH:37][CH:36]=[CH:35][CH:34]=1. The yield is 0.800.